Predict the reaction yield, written as a fraction of the theoretical maximum amount of product (1.0 means a 100% yield; for example, 0.34 means a 34% yield). From a dataset of Reaction yield outcomes from USPTO patents with 853,638 reactions. (1) The yield is 0.340. The reactants are [OH:1][C:2]1[CH:7]=[CH:6][C:5]([CH2:8][C:9]([O:11][CH3:12])=[O:10])=[CH:4][CH:3]=1.[CH2:13]([CH:15]1[O:17][CH2:16]1)Cl.N1C=CC=CC=1. No catalyst specified. The product is [O:17]1[CH2:16][CH:15]1[CH2:13][O:1][C:2]1[CH:3]=[CH:4][C:5]([CH2:8][C:9]([O:11][CH3:12])=[O:10])=[CH:6][CH:7]=1. (2) The reactants are [N+:1]([C:4]1[CH:5]=[C:6]([NH:10][C:11]2[N:18]=[CH:17][CH:16]=[CH:15][C:12]=2[CH:13]=O)[CH:7]=[CH:8][CH:9]=1)([O-:3])=[O:2].[N:19]1[CH:24]=[CH:23][CH:22]=[C:21]([CH2:25][CH2:26][CH2:27][CH2:28][C:29](OCC)=[O:30])[N:20]=1.[Li+].CC([N-]C(C)C)C. No catalyst specified. The product is [N+:1]([C:4]1[CH:5]=[C:6]([N:10]2[C:11]3[C:12](=[CH:15][CH:16]=[CH:17][N:18]=3)[CH:13]=[C:28]([CH2:27][CH2:26][CH2:25][C:21]3[N:20]=[N:19][CH:24]=[CH:23][CH:22]=3)[C:29]2=[O:30])[CH:7]=[CH:8][CH:9]=1)([O-:3])=[O:2]. The yield is 0.0490. (3) The reactants are [C:1]([C:5]1[CH:10]=[C:9]([Br:11])[C:8]([N+:12]([O-:14])=[O:13])=[CH:7][C:6]=1[OH:15])([CH3:4])([CH3:3])[CH3:2].C([O-])([O-])=O.[Cs+].[Cs+].[CH2:22](Br)[C:23]1[CH:28]=[CH:27][CH:26]=[CH:25][CH:24]=1. The catalyst is CN(C=O)C.O. The product is [C:1]([C:5]1[CH:10]=[C:9]([Br:11])[C:8]([N+:12]([O-:14])=[O:13])=[CH:7][C:6]=1[O:15][CH2:22][C:23]1[CH:28]=[CH:27][CH:26]=[CH:25][CH:24]=1)([CH3:4])([CH3:2])[CH3:3]. The yield is 0.940. (4) The catalyst is CN1C(=O)CCC1. The yield is 0.150. The product is [Cl:26][C:27]1[CH:32]=[CH:31][C:30]([O:33][C:2]2[CH:9]=[CH:8][C:7]([CH2:10][CH2:11][C:12]3[NH:13][CH:14]=[C:15]([CH2:19][C:20]4[CH:21]=[N:22][CH:23]=[N:24][CH:25]=4)[C:16](=[O:18])[N:17]=3)=[CH:6][C:3]=2[C:4]#[N:5])=[CH:29][C:28]=1[C:34]([F:35])([F:36])[F:37]. The reactants are F[C:2]1[CH:9]=[CH:8][C:7]([CH2:10][CH2:11][C:12]2[NH:13][CH:14]=[C:15]([CH2:19][C:20]3[CH:21]=[N:22][CH:23]=[N:24][CH:25]=3)[C:16](=[O:18])[N:17]=2)=[CH:6][C:3]=1[C:4]#[N:5].[Cl:26][C:27]1[CH:32]=[CH:31][C:30]([OH:33])=[CH:29][C:28]=1[C:34]([F:37])([F:36])[F:35].C([O-])([O-])=O.[K+].[K+]. (5) The reactants are [Cl:1][C:2]1[CH:3]=[C:4]([N:23]([CH2:41][CH3:42])[C@H:24]2[CH2:29][CH2:28][C@H:27]([N:30]([CH2:32][C:33]3[CH:38]=[CH:37][CH:36]=[C:35]([O:39][CH3:40])[CH:34]=3)[CH3:31])[CH2:26][CH2:25]2)[C:5]([CH3:22])=[C:6]([CH:21]=1)[C:7]([NH:9][CH2:10][C:11]1[C:12]([O:19]C)=[N:13][N:14]([CH2:17][CH3:18])[C:15]=1[CH3:16])=[O:8].C(=O)(O)[O-].[Na+]. The catalyst is Cl. The product is [Cl:1][C:2]1[CH:3]=[C:4]([N:23]([CH2:41][CH3:42])[C@H:24]2[CH2:25][CH2:26][C@H:27]([N:30]([CH2:32][C:33]3[CH:38]=[CH:37][CH:36]=[C:35]([O:39][CH3:40])[CH:34]=3)[CH3:31])[CH2:28][CH2:29]2)[C:5]([CH3:22])=[C:6]([CH:21]=1)[C:7]([NH:9][CH2:10][C:11]1[C:12](=[O:19])[NH:13][N:14]([CH2:17][CH3:18])[C:15]=1[CH3:16])=[O:8]. The yield is 0.370. (6) The reactants are [CH3:1][C:2]1[O:6][N:5]=[C:4]([C:7]2[CH:12]=[CH:11][CH:10]=[CH:9][CH:8]=2)[C:3]=1[CH2:13][O:14][C:15]1[N:16]=[CH:17][C:18]([C:21]([OH:23])=O)=[N:19][CH:20]=1.[C:24]([NH2:28])([CH3:27])([CH3:26])[CH3:25]. No catalyst specified. The product is [C:24]([NH:28][C:21]([C:18]1[CH:17]=[N:16][C:15]([O:14][CH2:13][C:3]2[C:4]([C:7]3[CH:8]=[CH:9][CH:10]=[CH:11][CH:12]=3)=[N:5][O:6][C:2]=2[CH3:1])=[CH:20][N:19]=1)=[O:23])([CH3:27])([CH3:26])[CH3:25]. The yield is 0.200.